The task is: Predict the reaction yield, written as a fraction of the theoretical maximum amount of product (1.0 means a 100% yield; for example, 0.34 means a 34% yield).. This data is from Reaction yield outcomes from USPTO patents with 853,638 reactions. (1) The reactants are CS(C)=O.CC1C=CC(S([CH2:15][N+:16]#[C-])(=O)=O)=CC=1.CC(C)([O-])C.[K+].[N:24]1[CH:29]=[CH:28][CH:27]=[CH:26][C:25]=1[C:30](=O)[CH3:31]. The catalyst is [Cl-].[Na+].O.CCCCCC.C(OCC)(=O)C.CO. The product is [N:24]1[CH:29]=[CH:28][CH:27]=[CH:26][C:25]=1[CH:30]([CH3:31])[C:15]#[N:16]. The yield is 0.760. (2) The reactants are [Cl:1][C:2]1[CH:15]=[CH:14][C:5]([O:6][C:7]2[CH:13]=[CH:12][CH:11]=[CH:10][C:8]=2[NH2:9])=[CH:4][CH:3]=1.[C:16]([N:19]1[CH2:24][CH2:23][CH:22]([C:25]([NH:27][C:28]2[CH:33]=[CH:32][CH:31]=[C:30]([C:34](=O)[CH3:35])[CH:29]=2)=[O:26])[CH2:21][CH2:20]1)(=[O:18])[CH3:17].C(O[BH-](OC(=O)C)OC(=O)C)(=O)C.[Na+].C(=O)(O)[O-].[Na+]. The catalyst is ClCCl.C(O)(=O)C.[Cl-].C(O[Ti+](OC(C)C)OC(C)C)(C)C. The product is [C:16]([N:19]1[CH2:24][CH2:23][CH:22]([C:25]([NH:27][C:28]2[CH:33]=[CH:32][CH:31]=[C:30]([CH:34]([NH:9][C:8]3[CH:10]=[CH:11][CH:12]=[CH:13][C:7]=3[O:6][C:5]3[CH:14]=[CH:15][C:2]([Cl:1])=[CH:3][CH:4]=3)[CH3:35])[CH:29]=2)=[O:26])[CH2:21][CH2:20]1)(=[O:18])[CH3:17]. The yield is 0.180. (3) The reactants are [NH2:1][C:2]1[N:7]=[CH:6][N:5]=[C:4]([NH:8][C@H:9]([C:11]2[N:16]([C:17]3[CH:22]=[CH:21][CH:20]=[CH:19][CH:18]=3)[C:15](=[O:23])[C:14]3=[C:24]([CH3:27])[CH:25]=[CH:26][N:13]3[N:12]=2)[CH3:10])[C:3]=1Br.[OH:29][C:30]1[CH:35]=[CH:34][C:33]([S:36]([NH:39][C:40]2[C:41]([O:55][CH3:56])=[N:42][CH:43]=[C:44](B3OC(C)(C)C(C)(C)O3)[CH:45]=2)(=[O:38])=[O:37])=[CH:32][CH:31]=1.B1(B2OC(C)(C)C(C)(C)O2)OC(C)(C)C(C)(C)O1.C(=O)([O-])[O-].[Cs+].[Cs+]. The yield is 0.510. No catalyst specified. The product is [NH2:1][C:2]1[C:3]([C:44]2[CH:45]=[C:40]([NH:39][S:36]([C:33]3[CH:32]=[CH:31][C:30]([OH:29])=[CH:35][CH:34]=3)(=[O:38])=[O:37])[C:41]([O:55][CH3:56])=[N:42][CH:43]=2)=[C:4]([NH:8][C@H:9]([C:11]2[N:16]([C:17]3[CH:22]=[CH:21][CH:20]=[CH:19][CH:18]=3)[C:15](=[O:23])[C:14]3=[C:24]([CH3:27])[CH:25]=[CH:26][N:13]3[N:12]=2)[CH3:10])[N:5]=[CH:6][N:7]=1.